Task: Binary Classification. Given a drug SMILES string, predict its activity (active/inactive) in a high-throughput screening assay against a specified biological target.. Dataset: M1 muscarinic receptor agonist screen with 61,833 compounds (1) The molecule is Brc1cc2nc3s\c(c(=O)n3c2nc1)=C/c1oc(c2c(cccc2)C(O)=O)cc1. The result is 1 (active). (2) The compound is Clc1c(nc(SC)nc1)C(=O)NCc1cc2OCOc2cc1. The result is 0 (inactive). (3) The molecule is S1Cc2c(N=C1Nc1ccccc1)cccc2. The result is 0 (inactive). (4) The drug is S(CCC)c1[nH]c(N)cc(=O)n1. The result is 0 (inactive). (5) The compound is O(CCCC)c1c(c2n[nH]c(c2)C(O)=O)cccc1. The result is 0 (inactive). (6) The compound is O1C(OC(=O)C(/C1=O)=C\NCC(=O)NCC(O)=O)(C)C. The result is 0 (inactive). (7) The compound is O(c1nc(NCc2ccccc2)nc(NCC)n1)c1n[nH]c(=O)cc1. The result is 0 (inactive). (8) The compound is O=C(c1ccc(n2nncc2C(C)(C)C)cc1)C. The result is 0 (inactive). (9) The molecule is S(=O)(=O)(Nc1ccc(c2n(c3ccccc3)c(=S)[nH]n2)cc1)C. The result is 0 (inactive). (10) The molecule is O=C(Nc1cc2nc(n(c2cc1)C)CN1CCN(CC1)C(=O)C)C1CCCCC1. The result is 0 (inactive).